From a dataset of Forward reaction prediction with 1.9M reactions from USPTO patents (1976-2016). Predict the product of the given reaction. Given the reactants [C:1]1([C:11]#[C:12][CH:13]=[O:14])[C:10]2[C:5](=[CH:6][CH:7]=[CH:8][CH:9]=2)[CH:4]=[CH:3][CH:2]=1.[CH2:15]([Mg]Br)[CH:16]=[CH2:17], predict the reaction product. The product is: [C:1]1([C:11]#[C:12][CH:13]([OH:14])[CH2:17][CH:16]=[CH2:15])[C:10]2[C:5](=[CH:6][CH:7]=[CH:8][CH:9]=2)[CH:4]=[CH:3][CH:2]=1.